This data is from Full USPTO retrosynthesis dataset with 1.9M reactions from patents (1976-2016). The task is: Predict the reactants needed to synthesize the given product. (1) Given the product [C:1]([C:4]1[CH:13]([C:14]2[CH:21]=[CH:20][C:17]([C:18]#[N:19])=[CH:16][C:15]=2[C:22]([F:25])([F:24])[F:23])[C:12]2[C:7](=[CH:8][CH:9]=[N:10][C:11]=2[O:26][CH2:36][CH3:37])[NH:6][C:5]=1[CH3:27])(=[O:3])[CH3:2], predict the reactants needed to synthesize it. The reactants are: [C:1]([C:4]1[CH:13]([C:14]2[CH:21]=[CH:20][C:17]([C:18]#[N:19])=[CH:16][C:15]=2[C:22]([F:25])([F:24])[F:23])[C:12]2[C:11](=[O:26])[NH:10][CH:9]=[CH:8][C:7]=2[NH:6][C:5]=1[CH3:27])(=[O:3])[CH3:2].ClCCl.F[B-](F)(F)F.[CH2:36]([O+](CC)CC)[CH3:37].CO. (2) Given the product [CH:1]1([NH:7][CH2:8][C:9]2[CH:18]=[CH:17][C:16]3[C:11](=[CH:12][CH:13]=[CH:14][CH:15]=3)[C:10]=2[C:19]2[N:24]=[C:23](/[CH:25]=[N:32]/[C:31]3[C:33]([CH:37]([CH3:38])[CH3:39])=[CH:34][CH:35]=[CH:36][C:30]=3[CH:27]([CH3:29])[CH3:28])[CH:22]=[CH:21][CH:20]=2)[CH2:6][CH2:5][CH2:4][CH2:3][CH2:2]1, predict the reactants needed to synthesize it. The reactants are: [CH:1]1([NH:7][CH2:8][C:9]2[CH:18]=[CH:17][C:16]3[C:11](=[CH:12][CH:13]=[CH:14][CH:15]=3)[C:10]=2[C:19]2[N:24]=[C:23]([CH:25]=O)[CH:22]=[CH:21][CH:20]=2)[CH2:6][CH2:5][CH2:4][CH2:3][CH2:2]1.[CH:27]([C:30]1[CH:36]=[CH:35][CH:34]=[C:33]([CH:37]([CH3:39])[CH3:38])[C:31]=1[NH2:32])([CH3:29])[CH3:28].CC1C=CC(S(O)(=O)=O)=CC=1. (3) Given the product [ClH:4].[CH3:5][O:6][C:7]1[CH:27]=[CH:26][C:10]([C:11]([N:13]2[CH2:14][CH2:15][NH:16][CH2:17][CH2:18]2)=[O:12])=[CH:9][C:8]=1[C:28]#[C:29][C:30]1[CH:35]=[CH:34][CH:33]=[CH:32][N:31]=1, predict the reactants needed to synthesize it. The reactants are: C([Cl:4])(=O)C.[CH3:5][O:6][C:7]1[CH:27]=[CH:26][C:10]([C:11]([N:13]2[CH2:18][CH2:17][N:16](C(OC(C)(C)C)=O)[CH2:15][CH2:14]2)=[O:12])=[CH:9][C:8]=1[C:28]#[C:29][C:30]1[CH:35]=[CH:34][CH:33]=[CH:32][N:31]=1.Cl.N1CCNCC1. (4) Given the product [Cl:1][C:2]1[CH:3]=[C:4]([CH2:42][C:43]([OH:45])=[O:44])[CH:5]=[CH:6][C:7]=1[O:8][C:9]1[CH:29]=[CH:28][C:12]2[NH:13][C:14]([CH3:16])=[N:15][C:11]=2[C:10]=1[NH:30][S:31]([C:34]1[CH:39]=[CH:38][C:37]([Cl:40])=[CH:36][C:35]=1[Cl:41])(=[O:32])=[O:33], predict the reactants needed to synthesize it. The reactants are: [Cl:1][C:2]1[CH:3]=[C:4]([CH2:42][C:43]([O:45]C)=[O:44])[CH:5]=[CH:6][C:7]=1[O:8][C:9]1[CH:29]=[CH:28][C:12]2[N:13](S(C3C=CC(Cl)=CC=3Cl)(=O)=O)[C:14]([CH3:16])=[N:15][C:11]=2[C:10]=1[NH:30][S:31]([C:34]1[CH:39]=[CH:38][C:37]([Cl:40])=[CH:36][C:35]=1[Cl:41])(=[O:33])=[O:32].[Li+].[OH-].Cl. (5) Given the product [Cl:10][C:11]1[CH:16]=[C:15]([Cl:17])[CH:14]=[CH:13][C:12]=1[C:9]#[C:8][C:5]1[CH:6]=[CH:7][C:2]([Cl:1])=[CH:3][CH:4]=1, predict the reactants needed to synthesize it. The reactants are: [Cl:1][C:2]1[CH:7]=[CH:6][C:5]([C:8]#[CH:9])=[CH:4][CH:3]=1.[Cl:10][C:11]1[CH:16]=[C:15]([Cl:17])[CH:14]=[CH:13][C:12]=1I.C(NC(C)C)(C)C.